Regression. Given a peptide amino acid sequence and an MHC pseudo amino acid sequence, predict their binding affinity value. This is MHC class I binding data. From a dataset of Peptide-MHC class I binding affinity with 185,985 pairs from IEDB/IMGT. (1) The peptide sequence is SVGHMMVIF. The MHC is HLA-B07:02 with pseudo-sequence HLA-B07:02. The binding affinity (normalized) is 0. (2) The peptide sequence is QVKRREGMF. The MHC is HLA-B46:01 with pseudo-sequence HLA-B46:01. The binding affinity (normalized) is 0.0847. (3) The peptide sequence is SVITQACPK. The MHC is HLA-B44:02 with pseudo-sequence HLA-B44:02. The binding affinity (normalized) is 0. (4) The peptide sequence is RVACRDVEV. The MHC is HLA-A25:01 with pseudo-sequence HLA-A25:01. The binding affinity (normalized) is 0.0847. (5) The peptide sequence is LNVTESFDAW. The MHC is Mamu-B17 with pseudo-sequence Mamu-B17. The binding affinity (normalized) is 0.227.